Predict the reactants needed to synthesize the given product. From a dataset of Full USPTO retrosynthesis dataset with 1.9M reactions from patents (1976-2016). (1) Given the product [CH:45]1([NH:46][C:27]([C@H:24]2[CH2:23][CH2:22][C@H:21]([C:19]3[S:20][C:16]([C:12]4[CH:13]=[CH:14][CH:15]=[C:10]([NH:9][C:5]5[N:4]=[C:3]([C:2]([F:1])([F:31])[F:30])[CH:8]=[CH:7][N:6]=5)[CH:11]=4)=[CH:17][N:18]=3)[CH2:26][CH2:25]2)=[O:28])[CH2:43][CH2:44]1, predict the reactants needed to synthesize it. The reactants are: [F:1][C:2]([F:31])([F:30])[C:3]1[CH:8]=[CH:7][N:6]=[C:5]([NH:9][C:10]2[CH:11]=[C:12]([C:16]3[S:20][C:19]([C@H:21]4[CH2:26][CH2:25][C@H:24]([C:27](O)=[O:28])[CH2:23][CH2:22]4)=[N:18][CH:17]=3)[CH:13]=[CH:14][CH:15]=2)[N:4]=1.CN(C(ON1N=NC2[CH:43]=[CH:44][CH:45]=[N:46]C1=2)=[N+](C)C)C.F[P-](F)(F)(F)(F)F.CCN(C(C)C)C(C)C.C1(N)CC1. (2) The reactants are: [NH2:1][C:2]1[S:3][C:4]2[CH:10]=[C:9]([S:11][C@H:12]3[CH2:16][CH2:15][N:14]([C:17]([O:19][C:20]([CH3:23])([CH3:22])[CH3:21])=[O:18])[CH2:13]3)[CH:8]=[CH:7][C:5]=2[N:6]=1.NC1SC2C=C(S)C=CC=2N=1.CS(O[C@H]1CCN(C(OC(C)(C)C)=O)C1)(=O)=O. Given the product [NH2:1][C:2]1[S:3][C:4]2[CH:10]=[C:9]([S:11][C@@H:12]3[CH2:16][CH2:15][N:14]([C:17]([O:19][C:20]([CH3:23])([CH3:22])[CH3:21])=[O:18])[CH2:13]3)[CH:8]=[CH:7][C:5]=2[N:6]=1, predict the reactants needed to synthesize it. (3) Given the product [I:35][C:9]1[C:5]2[C:4](=[C:3]([O:2][CH3:1])[CH:8]=[CH:7][CH:6]=2)[N:27]=[C:11]([C:13]2[N:17]3[CH:18]=[CH:19][C:20]([O:22][CH2:23][CH2:24][O:25][CH3:26])=[CH:21][C:16]3=[N:15][CH:14]=2)[CH:10]=1, predict the reactants needed to synthesize it. The reactants are: [CH3:1][O:2][C:3]1[CH:8]=[CH:7][CH:6]=[C:5]([C:9]#[C:10][C:11]([C:13]2[N:17]3[CH:18]=[CH:19][C:20]([O:22][CH2:23][CH2:24][O:25][CH3:26])=[CH:21][C:16]3=[N:15][CH:14]=2)=O)[C:4]=1[NH:27]C(=O)OC(C)(C)C.[I-:35].[Na+]. (4) Given the product [Cl:20][C:17]1[CH:18]=[CH:19][C:14]([N:9]2[C:10](=[O:13])[C:11]3[N:12]=[C:4]([O:36][CH3:35])[N:5]([C:29]4[CH:34]=[CH:33][CH:32]=[CH:31][CH:30]=4)[C:6]=3[N:7]=[C:8]2[C:21]2[CH:26]=[CH:25][C:24]([Cl:27])=[CH:23][C:22]=2[Cl:28])=[CH:15][CH:16]=1, predict the reactants needed to synthesize it. The reactants are: [H-].[Na+].Br[C:4]1[N:5]([C:29]2[CH:34]=[CH:33][CH:32]=[CH:31][CH:30]=2)[C:6]2[N:7]=[C:8]([C:21]3[CH:26]=[CH:25][C:24]([Cl:27])=[CH:23][C:22]=3[Cl:28])[N:9]([C:14]3[CH:19]=[CH:18][C:17]([Cl:20])=[CH:16][CH:15]=3)[C:10](=[O:13])[C:11]=2[N:12]=1.[CH3:35][OH:36]. (5) Given the product [F:19][C:20]1[CH:21]=[C:22]2[C:26](=[CH:27][CH:28]=1)[NH:25][C:24]([CH:11]([C:12]1[CH:17]=[CH:16][CH:15]=[CH:14][CH:13]=1)[C:3]1[C:4](=[O:10])[NH:5][CH:6]([CH:7]([CH3:9])[CH3:8])[C:2]=1[OH:1])=[C:23]2[CH:29]([CH3:31])[CH3:30], predict the reactants needed to synthesize it. The reactants are: [OH:1][C:2]1[CH:6]([CH:7]([CH3:9])[CH3:8])[NH:5][C:4](=[O:10])[CH:3]=1.[CH:11](=O)[C:12]1[CH:17]=[CH:16][CH:15]=[CH:14][CH:13]=1.[F:19][C:20]1[CH:21]=[C:22]2[C:26](=[CH:27][CH:28]=1)[NH:25][CH:24]=[C:23]2[CH:29]([CH3:31])[CH3:30]. (6) Given the product [C:7]([N:6]1[C:2](/[CH:23]=[CH:22]/[C:19]2[CH:20]=[CH:21][C:16]([O:15][CH3:14])=[CH:17][CH:18]=2)=[C:3]([C:11]([NH2:13])=[O:12])[CH:4]=[N:5]1)([CH3:10])([CH3:9])[CH3:8], predict the reactants needed to synthesize it. The reactants are: Br[C:2]1[N:6]([C:7]([CH3:10])([CH3:9])[CH3:8])[N:5]=[CH:4][C:3]=1[C:11]([NH2:13])=[O:12].[CH3:14][O:15][C:16]1[CH:21]=[CH:20][C:19](/[CH:22]=[CH:23]/B(O)O)=[CH:18][CH:17]=1.COC1C=CC=C(OC)C=1C1C=CC=CC=1P(C1CCCCC1)C1CCCCC1.P([O-])([O-])([O-])=O.[K+].[K+].[K+]. (7) Given the product [ClH:37].[NH2:8][C@H:9]([C:14]([O:16][C:17]1[C:18]([O:33][C:34](=[O:36])[CH3:35])=[C:19]2[C:24](=[C:25]3[CH:30]=[CH:29][CH:28]=[CH:27][C:26]=13)[O:23][C:22]([CH3:31])([CH3:32])[CH2:21][CH2:20]2)=[O:15])[C@H:10]([CH2:12][CH3:13])[CH3:11], predict the reactants needed to synthesize it. The reactants are: C(OC([NH:8][C@H:9]([C:14]([O:16][C:17]1[C:18]([O:33][C:34](=[O:36])[CH3:35])=[C:19]2[C:24](=[C:25]3[CH:30]=[CH:29][CH:28]=[CH:27][C:26]=13)[O:23][C:22]([CH3:32])([CH3:31])[CH2:21][CH2:20]2)=[O:15])[C@H:10]([CH2:12][CH3:13])[CH3:11])=O)(C)(C)C.[ClH:37]. (8) The reactants are: [CH:1]1([NH:10][CH2:11][C:12]([OH:14])=[O:13])[C:9]2[C:4](=[CH:5][CH:6]=[CH:7][CH:8]=2)[CH2:3][CH2:2]1.[NH2:15][C@H:16]([C:20]([O:22][CH2:23][CH:24]=[CH2:25])=[O:21])[CH:17]([CH3:19])[CH3:18].[NH:26]([C:39]([O:41][CH2:42][C:43]1[CH:48]=[CH:47][CH:46]=[CH:45][CH:44]=1)=[O:40])[C@H:27]([C:36]([OH:38])=[O:37])[CH2:28][C:29](=[O:35])[O:30][C:31]([CH3:34])([CH3:33])[CH3:32].CN1CCOCC1.C(Cl)CCl. Given the product [NH:26]([C:39]([O:41][CH2:42][C:43]1[CH:48]=[CH:47][CH:46]=[CH:45][CH:44]=1)=[O:40])[C@H:27]([C:36]([OH:38])=[O:37])[CH2:28][C:29](=[O:35])[O:30][C:31]([CH3:34])([CH3:33])[CH3:32].[CH:1]1([NH:10][CH2:11][C:12]([OH:14])=[O:13])[C:9]2[C:4](=[CH:5][CH:6]=[CH:7][CH:8]=2)[CH2:3][CH2:2]1.[NH2:15][C@H:16]([C:20]([O:22][CH2:23][CH:24]=[CH2:25])=[O:21])[CH:17]([CH3:19])[CH3:18], predict the reactants needed to synthesize it. (9) Given the product [CH2:1]([O:8][C:9]1[CH:14]=[C:13]([N:20]2[CH:21]=[CH:22][C:18]([CH3:17])=[N:19]2)[CH:12]=[CH:11][C:10]=1[F:16])[C:2]1[CH:7]=[CH:6][CH:5]=[CH:4][CH:3]=1, predict the reactants needed to synthesize it. The reactants are: [CH2:1]([O:8][C:9]1[CH:14]=[C:13](Br)[CH:12]=[CH:11][C:10]=1[F:16])[C:2]1[CH:7]=[CH:6][CH:5]=[CH:4][CH:3]=1.[CH3:17][C:18]1[CH:22]=[CH:21][NH:20][N:19]=1.P([O-])([O-])([O-])=O.[K+].[K+].[K+].N[C@H]1CCCC[C@@H]1N. (10) The reactants are: [Cl:1][C:2]1[CH:10]=[CH:9][C:5]([C:6](Cl)=[O:7])=[CH:4][N:3]=1.[N+:11]([C:14]1[CH:20]=[CH:19][CH:18]=[CH:17][C:15]=1[NH2:16])([O-:13])=[O:12]. Given the product [Cl:1][C:2]1[N:3]=[CH:4][C:5]([C:6]([NH:16][C:15]2[CH:17]=[CH:18][CH:19]=[CH:20][C:14]=2[N+:11]([O-:13])=[O:12])=[O:7])=[CH:9][CH:10]=1, predict the reactants needed to synthesize it.